Dataset: Full USPTO retrosynthesis dataset with 1.9M reactions from patents (1976-2016). Task: Predict the reactants needed to synthesize the given product. (1) Given the product [ClH:29].[CH3:1][O:2][C:3](=[O:31])[C@H:4]([CH2:13][C:14]1[CH:15]=[CH:16][C:17]([NH:20][C:21]([C:23]2[C:28]([Cl:29])=[CH:27][CH:26]=[CH:25][C:24]=2[Cl:30])=[O:22])=[CH:18][CH:19]=1)[NH2:5], predict the reactants needed to synthesize it. The reactants are: [CH3:1][O:2][C:3](=[O:31])[C@H:4]([CH2:13][C:14]1[CH:19]=[CH:18][C:17]([NH:20][C:21]([C:23]2[C:28]([Cl:29])=[CH:27][CH:26]=[CH:25][C:24]=2[Cl:30])=[O:22])=[CH:16][CH:15]=1)[NH:5]C(OC(C)(C)C)=O.Cl.C(OCC)C. (2) Given the product [NH2:1][C:2]1[CH:16]=[CH:15][C:5]([O:6][C:7]2[N:12]=[CH:11][C:10]([CH:13]=[O:14])=[CH:9][CH:8]=2)=[CH:4][CH:3]=1, predict the reactants needed to synthesize it. The reactants are: [NH2:1][C:2]1[CH:16]=[CH:15][C:5]([O:6][C:7]2[N:12]=[CH:11][C:10]([CH2:13][OH:14])=[CH:9][CH:8]=2)=[CH:4][CH:3]=1. (3) Given the product [CH3:1][O:2][C:3]1[C:4]([N:25]2[CH2:26][CH2:27][CH2:28][CH2:29][CH2:30]2)=[CH:5][C:6]([CH:15]2[CH2:16][C:17]([CH3:24])([CH3:23])[CH2:18][C:19]([CH3:21])([CH3:22])[CH2:20]2)=[C:7]([N:9]2[CH2:10][CH2:11][N:12]([CH2:31][CH2:32][CH3:33])[CH2:13][CH2:14]2)[CH:8]=1, predict the reactants needed to synthesize it. The reactants are: [CH3:1][O:2][C:3]1[C:4]([N:25]2[CH2:30][CH2:29][CH2:28][CH2:27][CH2:26]2)=[CH:5][C:6]([CH:15]2[CH2:20][C:19]([CH3:22])([CH3:21])[CH2:18][C:17]([CH3:24])([CH3:23])[CH2:16]2)=[C:7]([N:9]2[CH2:14][CH2:13][NH:12][CH2:11][CH2:10]2)[CH:8]=1.[CH:31](=O)[CH2:32][CH3:33].C(O[BH-](OC(=O)C)OC(=O)C)(=O)C.[Na+].C(=O)([O-])O.[Na+].